This data is from Forward reaction prediction with 1.9M reactions from USPTO patents (1976-2016). The task is: Predict the product of the given reaction. (1) Given the reactants [NH2:1][C:2]1[C:10]2[C:5](=[CH:6][CH:7]=[CH:8][C:9]=2[O:11][CH3:12])[N:4]([C:13]([O:15][C:16]([CH3:19])([CH3:18])[CH3:17])=[O:14])[N:3]=1.[Cl:20][C:21]1[S:25][C:24]([S:26](Cl)(=[O:28])=[O:27])=[CH:23][CH:22]=1.N1C=CC=CC=1, predict the reaction product. The product is: [Cl:20][C:21]1[S:25][C:24]([S:26]([NH:1][C:2]2[C:10]3[C:5](=[CH:6][CH:7]=[CH:8][C:9]=3[O:11][CH3:12])[N:4]([C:13]([O:15][C:16]([CH3:19])([CH3:18])[CH3:17])=[O:14])[N:3]=2)(=[O:28])=[O:27])=[CH:23][CH:22]=1. (2) The product is: [CH3:17][C@H:14]([CH2:13][CH2:5][CH2:6][CH:7]([CH3:9])[CH3:8])[CH2:15][OH:16]. Given the reactants [Mg].II.Br[CH2:5][CH2:6][CH:7]([CH3:9])[CH3:8].[Li+].[Cl-].Br[CH2:13][C@H:14]([CH3:17])[CH2:15][OH:16], predict the reaction product. (3) Given the reactants [C:1]1([C:7]2[N:8]=[CH:9][C:10]3[O:11][CH2:12][CH2:13][NH:14][C:15]=3[N:16]=2)[CH:6]=[CH:5][CH:4]=[CH:3][CH:2]=1.Cl[C:18]1[CH:23]=[CH:22][N:21]=[C:20]([S:24][CH3:25])[N:19]=1.CC(C)([O-])C.[Na+], predict the reaction product. The product is: [CH3:25][S:24][C:20]1[N:21]=[C:22]([N:14]2[CH2:13][CH2:12][O:11][C:10]3[CH:9]=[N:8][C:7]([C:1]4[CH:2]=[CH:3][CH:4]=[CH:5][CH:6]=4)=[N:16][C:15]2=3)[CH:23]=[CH:18][N:19]=1. (4) Given the reactants [CH3:1][C:2]1[CH:7]=[C:6]([C:8]2[CH:13]=[CH:12][C:11]([NH2:14])=[CH:10][CH:9]=2)[CH:5]=[CH:4][N:3]=1.C(N(CC)CC)C.Br[CH:23]([CH3:27])[C:24](Cl)=[O:25].[Br:28][C:29]1[CH:38]=[C:37]2[C:32]([CH2:33][CH2:34][NH:35][CH2:36]2)=[CH:31][CH:30]=1, predict the reaction product. The product is: [Br:28][C:29]1[CH:38]=[C:37]2[C:32]([CH2:33][CH2:34][N:35]([CH:23]([CH3:27])[C:24]([NH:14][C:11]3[CH:12]=[CH:13][C:8]([C:6]4[CH:5]=[CH:4][N:3]=[C:2]([CH3:1])[CH:7]=4)=[CH:9][CH:10]=3)=[O:25])[CH2:36]2)=[CH:31][CH:30]=1. (5) Given the reactants C([O:5][C:6]([C:8]1[NH:9][C:10]([CH2:23][C:24]2[CH:29]=[CH:28][CH:27]=[CH:26][C:25]=2[Br:30])=[N:11][C:12](=[O:22])[C:13]=1[O:14][CH2:15][C:16]1[CH:21]=[CH:20][CH:19]=[CH:18][CH:17]=1)=[O:7])(C)(C)C.[Li+].[OH-].O, predict the reaction product. The product is: [CH2:15]([O:14][C:13]1[C:12](=[O:22])[N:11]=[C:10]([CH2:23][C:24]2[CH:29]=[CH:28][CH:27]=[CH:26][C:25]=2[Br:30])[NH:9][C:8]=1[C:6]([OH:7])=[O:5])[C:16]1[CH:21]=[CH:20][CH:19]=[CH:18][CH:17]=1.